Task: Regression. Given a peptide amino acid sequence and an MHC pseudo amino acid sequence, predict their binding affinity value. This is MHC class I binding data.. Dataset: Peptide-MHC class I binding affinity with 185,985 pairs from IEDB/IMGT (1) The peptide sequence is KLYFWIPWS. The MHC is HLA-A02:12 with pseudo-sequence HLA-A02:12. The binding affinity (normalized) is 0.584. (2) The peptide sequence is LSPLTKGI. The MHC is Mamu-A02 with pseudo-sequence Mamu-A02. The binding affinity (normalized) is 0. (3) The peptide sequence is CEKMALYDV. The MHC is Mamu-A11 with pseudo-sequence Mamu-A11. The binding affinity (normalized) is 0.535.